This data is from Forward reaction prediction with 1.9M reactions from USPTO patents (1976-2016). The task is: Predict the product of the given reaction. (1) Given the reactants Cl.FC1C=C(C=CC=1)CN1C=C(C2C3C(=NC=C(C4C=CC(C5CCNCC5)=CC=4)C=3)N(S(C3C=CC(C)=CC=3)(=O)=O)C=2)C=N1.[CH3:46][N:47]([CH3:95])[CH2:48][C:49]([N:51]1[CH2:56][CH2:55][N:54]([C:57]2[CH:62]=[CH:61][C:60]([C:63]3[CH:64]=[C:65]4[C:71]([C:72]5[CH:73]=[N:74][N:75]([CH2:77][C:78]6[CH:83]=[CH:82][CH:81]=[C:80]([F:84])[CH:79]=6)[CH:76]=5)=[CH:70][N:69](S(C5C=CC(C)=CC=5)(=O)=O)[C:66]4=[N:67][CH:68]=3)=[CH:59][CH:58]=2)[CH2:53][CH2:52]1)=[O:50].[OH-].[Li+], predict the reaction product. The product is: [CH3:46][N:47]([CH3:95])[CH2:48][C:49]([N:51]1[CH2:56][CH2:55][N:54]([C:57]2[CH:58]=[CH:59][C:60]([C:63]3[CH:64]=[C:65]4[C:71]([C:72]5[CH:73]=[N:74][N:75]([CH2:77][C:78]6[CH:83]=[CH:82][CH:81]=[C:80]([F:84])[CH:79]=6)[CH:76]=5)=[CH:70][NH:69][C:66]4=[N:67][CH:68]=3)=[CH:61][CH:62]=2)[CH2:53][CH2:52]1)=[O:50]. (2) Given the reactants [F:1][C:2]1[C:11]([CH3:12])=[CH:10][CH:9]=[C:8](I)[C:3]=1[C:4]([O:6][CH3:7])=[O:5].[C:14]1(C)[CH:19]=[CH:18][CH:17]=[CH:16][CH:15]=1, predict the reaction product. The product is: [F:1][C:2]1[C:11]([CH3:12])=[CH:10][CH:9]=[C:8]([C:14]2[CH:19]=[CH:18][CH:17]=[CH:16][CH:15]=2)[C:3]=1[C:4]([O:6][CH3:7])=[O:5]. (3) Given the reactants [CH3:1][C:2]1[C:3]([CH2:9][NH:10][S:11]([C:14]2[CH:19]=[CH:18][CH:17]=[CH:16][C:15]=2[N+:20]([O-:22])=[O:21])(=[O:13])=[O:12])=[N:4][CH:5]=[C:6]([CH3:8])[CH:7]=1.[CH3:23][O:24][C:25](=[O:36])[C:26]1[CH:31]=[C:30]([C:32]#[N:33])[CH:29]=[CH:28][C:27]=1[CH2:34]Br.C([O-])([O-])=O.[K+].[K+], predict the reaction product. The product is: [CH3:23][O:24][C:25](=[O:36])[C:26]1[CH:31]=[C:30]([C:32]#[N:33])[CH:29]=[CH:28][C:27]=1[CH2:34][N:10]([CH2:9][C:3]1[C:2]([CH3:1])=[CH:7][C:6]([CH3:8])=[CH:5][N:4]=1)[S:11]([C:14]1[CH:19]=[CH:18][CH:17]=[CH:16][C:15]=1[N+:20]([O-:22])=[O:21])(=[O:12])=[O:13].